This data is from Reaction yield outcomes from USPTO patents with 853,638 reactions. The task is: Predict the reaction yield, written as a fraction of the theoretical maximum amount of product (1.0 means a 100% yield; for example, 0.34 means a 34% yield). (1) The reactants are [OH:1][C:2]1[CH:7]=[CH:6][CH:5]=[CH:4][C:3]=1[C:8]1[N:12]=[C:11]([C:13]2[CH:18]=[CH:17][CH:16]=[CH:15][C:14]=2[OH:19])[N:10]([C:20]2[CH:28]=[CH:27][C:23]([C:24]([OH:26])=[O:25])=[CH:22][CH:21]=2)[N:9]=1.[OH-].[Na+].[Cl-].[Ca+2:32].[Cl-]. The catalyst is O. The product is [CH:5]1[CH:6]=[CH:7][C:2]([OH:1])=[C:3]([C:8]2[N:12]=[C:11]([C:13]3[CH:18]=[CH:17][CH:16]=[CH:15][C:14]=3[OH:19])[N:10]([C:20]3[CH:28]=[CH:27][C:23]([C:24]([OH:26])=[O:25])=[CH:22][CH:21]=3)[N:9]=2)[CH:4]=1.[Ca:32]. The yield is 1.000. (2) The yield is 0.760. The reactants are [C:1]1([CH3:23])[CH:6]=[CH:5][C:4]([C@H:7]2[CH2:12][C@@H:11]([C:13]([F:16])([F:15])[F:14])[N:10]3[N:17]=[CH:18][C:19]([C:20](O)=[O:21])=[C:9]3[NH:8]2)=[CH:3][CH:2]=1.CN(C(ON1N=NC2C=CC=NC1=2)=[N+](C)C)C.F[P-](F)(F)(F)(F)F.C(N(CC)C(C)C)(C)C.[CH2:57]1[CH2:62][CH:61]([CH2:63][NH2:64])[CH2:60][CH2:59][CH2:58]1. The product is [CH:61]1([CH2:63][NH:64][C:20]([C:19]2[CH:18]=[N:17][N:10]3[C@H:11]([C:13]([F:14])([F:15])[F:16])[CH2:12][C@H:7]([C:4]4[CH:3]=[CH:2][C:1]([CH3:23])=[CH:6][CH:5]=4)[NH:8][C:9]=23)=[O:21])[CH2:62][CH2:57][CH2:58][CH2:59][CH2:60]1. No catalyst specified. (3) The reactants are [OH-:1].[Na+].OO.OS([O-])(=O)=O.[Na+].[CH3:11][CH2:12]O.[CH3:14][CH2:15][CH2:16][CH:17]([CH3:19])C.[C:20]([OH:26])([C:22](F)(F)F)=[O:21].[CH3:27][C:28]#[N:29]. The catalyst is O.C(O)=O. The product is [C:28]([C:27]1[CH:19]=[CH:17][C:16]([C@H:12]2[CH2:11][C@@H:22]2[C:20]([OH:26])=[O:21])=[CH:15][CH:14]=1)(=[O:1])[NH2:29]. The yield is 0.830. (4) The catalyst is [OH-].[OH-].[Pd+2].CO. The product is [NH2:21][C:16]1[CH:17]=[N:18][CH:19]=[CH:20][C:15]=1[C@@H:13]1[O:12][C@H:11]([C:24]([CH3:25])([CH3:27])[CH3:26])[C@@H:10]([OH:28])[C@@H:9]([NH:8][C:37](=[O:38])[O:39][C:40]([CH3:41])([CH3:42])[CH3:43])[CH2:14]1.[NH2:21][C:16]1[CH:17]=[N:18][CH:19]=[CH:20][C:15]=1[C@H:13]1[O:12][C@@H:11]([C:24]([CH3:25])([CH3:27])[CH3:26])[C@H:10]([OH:28])[C@H:9]([NH:8][C:37](=[O:38])[O:39][C:40]([CH3:41])([CH3:42])[CH3:43])[CH2:14]1. The yield is 0.480. The reactants are C([NH:8][C@H:9]1[CH2:14][C@H:13]([C:15]2[CH:20]=[CH:19][N:18]=[CH:17][C:16]=2[N+:21]([O-])=O)[O:12][C@H:11]([C:24]([CH3:27])([CH3:26])[CH3:25])[C@H:10]1[OH:28])C1C=CC=CC=1.[CH3:41][C:40]([O:39][C:37](O[C:37]([O:39][C:40]([CH3:43])([CH3:42])[CH3:41])=[O:38])=[O:38])([CH3:43])[CH3:42]. (5) The reactants are [F:1][C:2]1[CH:7]=[CH:6][C:5]([CH:8]([CH3:13])[C:9]([NH:11][NH2:12])=[O:10])=[CH:4][CH:3]=1.Cl.[CH2:15]([N:17]([CH2:33][CH3:34])[CH2:18][CH2:19][C:20]1[C:21]([CH3:32])=[C:22]2[C:26](=[C:27]([CH3:29])[CH:28]=1)[NH:25][C:24](=[O:30])[C:23]2=O)[CH3:16]. No catalyst specified. The product is [CH2:33]([N:17]([CH2:15][CH3:16])[CH2:18][CH2:19][C:20]1[C:21]([CH3:32])=[C:22]2[C:26](=[C:27]([CH3:29])[CH:28]=1)[NH:25][C:24](=[O:30])/[C:23]/2=[N:12]\[NH:11][C:9](=[O:10])[CH:8]([C:5]1[CH:4]=[CH:3][C:2]([F:1])=[CH:7][CH:6]=1)[CH3:13])[CH3:34]. The yield is 0.690. (6) The reactants are [Br:1][C:2]1[C:11]2[C:6](=[CH:7][CH:8]=[CH:9][CH:10]=2)[C:5]([C:12]2[CH:17]=[CH:16][CH:15]=[CH:14][C:13]=2[CH:18]=[CH:19]OC)=[CH:4][CH:3]=1.CS(O)(=O)=O.C(=O)([O-])[O-].[K+].[K+]. The catalyst is ClCCl. The product is [Br:1][C:2]1[C:11]2[CH:10]=[CH:9][CH:8]=[CH:7][C:6]=2[C:5]2[C:12]3[CH:17]=[CH:16][CH:15]=[CH:14][C:13]=3[CH:18]=[CH:19][C:4]=2[CH:3]=1. The yield is 0.150. (7) The reactants are [CH3:1][O:2][C:3]1[CH:4]=[C:5]2[C:9](=[CH:10][C:11]=1[O:12][CH3:13])[CH2:8][N:7]([C:14]1[C:15]([CH3:34])=[C:16]([CH3:33])[C:17]3[O:21][C:20]([CH3:23])([CH3:22])[CH:19]([C:24]4[CH:29]=[CH:28][C:27]([CH3:30])=[CH:26][CH:25]=4)[C:18]=3[C:31]=1[CH3:32])[CH2:6]2.[BrH:35]. The product is [BrH:35].[CH3:1][O:2][C:3]1[CH:4]=[C:5]2[C:9](=[CH:10][C:11]=1[O:12][CH3:13])[CH2:8][N:7]([C:14]1[C:15]([CH3:34])=[C:16]([CH3:33])[C:17]3[O:21][C:20]([CH3:23])([CH3:22])[CH:19]([C:24]4[CH:25]=[CH:26][C:27]([CH3:30])=[CH:28][CH:29]=4)[C:18]=3[C:31]=1[CH3:32])[CH2:6]2. The yield is 0.520. The catalyst is C(O)(=O)C.